From a dataset of Full USPTO retrosynthesis dataset with 1.9M reactions from patents (1976-2016). Predict the reactants needed to synthesize the given product. The reactants are: [CH3:1][NH:2][C:3]1[N:12]=[CH:11][C:10]2[C:9](=[O:13])[CH2:8][CH2:7][CH2:6][C:5]=2[N:4]=1.CO[CH:16](OC)[N:17]([CH3:19])[CH3:18].C(N(CC)CC)C. Given the product [CH3:16][N:17](/[CH:19]=[C:8]1/[C:9](=[O:13])[C:10]2[CH:11]=[N:12][C:3]([NH:2][CH3:1])=[N:4][C:5]=2[CH2:6][CH2:7]/1)[CH3:18], predict the reactants needed to synthesize it.